Dataset: NCI-60 drug combinations with 297,098 pairs across 59 cell lines. Task: Regression. Given two drug SMILES strings and cell line genomic features, predict the synergy score measuring deviation from expected non-interaction effect. (1) Drug 1: C1=CC(=CC=C1CC(C(=O)O)N)N(CCCl)CCCl.Cl. Drug 2: CC12CCC3C(C1CCC2OP(=O)(O)O)CCC4=C3C=CC(=C4)OC(=O)N(CCCl)CCCl.[Na+]. Cell line: SN12C. Synergy scores: CSS=18.5, Synergy_ZIP=-7.31, Synergy_Bliss=-2.50, Synergy_Loewe=-3.97, Synergy_HSA=-2.65. (2) Drug 1: COC1=C(C=C2C(=C1)N=CN=C2NC3=CC(=C(C=C3)F)Cl)OCCCN4CCOCC4. Drug 2: CCCS(=O)(=O)NC1=C(C(=C(C=C1)F)C(=O)C2=CNC3=C2C=C(C=N3)C4=CC=C(C=C4)Cl)F. Cell line: MALME-3M. Synergy scores: CSS=71.1, Synergy_ZIP=2.67, Synergy_Bliss=1.28, Synergy_Loewe=-2.03, Synergy_HSA=4.44.